From a dataset of Reaction yield outcomes from USPTO patents with 853,638 reactions. Predict the reaction yield, written as a fraction of the theoretical maximum amount of product (1.0 means a 100% yield; for example, 0.34 means a 34% yield). (1) The reactants are Cl.Cl.[NH2:3][C@H:4]([C:6]1[N:7]([C:19]2[CH:24]=[CH:23][CH:22]=[CH:21][CH:20]=2)[C:8]2[C:14]([CH2:15][C:16]#[N:17])=[C:13]([F:18])[CH:12]=[CH:11][C:9]=2[N:10]=1)[CH3:5].[NH2:25][C:26]1[C:31]([C:32]#[N:33])=[C:30](Cl)[N:29]=[CH:28][N:27]=1.CCN(C(C)C)C(C)C. The catalyst is CC(O)C. The product is [NH2:25][C:26]1[C:31]([C:32]#[N:33])=[C:30]([NH:3][C@H:4]([C:6]2[N:7]([C:19]3[CH:24]=[CH:23][CH:22]=[CH:21][CH:20]=3)[C:8]3[C:14]([CH2:15][C:16]#[N:17])=[C:13]([F:18])[CH:12]=[CH:11][C:9]=3[N:10]=2)[CH3:5])[N:29]=[CH:28][N:27]=1. The yield is 0.660. (2) The reactants are [C:1]1([C@H:7]([NH:9][CH2:10][C:11]([O:13]C)=[O:12])[CH3:8])[CH:6]=[CH:5][CH:4]=[CH:3][CH:2]=1.[OH-].[K+]. No catalyst specified. The product is [C:1]1([C@H:7]([NH:9][CH2:10][C:11]([OH:13])=[O:12])[CH3:8])[CH:6]=[CH:5][CH:4]=[CH:3][CH:2]=1. The yield is 0.900. (3) The reactants are [CH:1]1[C:10]2[C:5](=[CH:6][CH:7]=[CH:8][CH:9]=2)[CH:4]=[CH:3][C:2]=1/[CH:11]=[CH:12]/[CH2:13][OH:14].C(P(CCCC)CCCC)CCC.[CH2:28]([O:30][C:31](=[O:44])[C@@H:32]([O:41][CH2:42][CH3:43])[CH2:33][C:34]1[CH:39]=[CH:38][C:37](O)=[CH:36][CH:35]=1)[CH3:29].N(C(N1CCCCC1)=O)=NC(N1CCCCC1)=O. The catalyst is C1C=CC=CC=1. The product is [CH2:28]([O:30][C:31](=[O:44])[C@@H:32]([O:41][CH2:42][CH3:43])[CH2:33][C:34]1[CH:39]=[CH:38][C:37]([O:14][CH2:13]/[CH:12]=[CH:11]/[C:2]2[CH:3]=[CH:4][C:5]3[C:10](=[CH:9][CH:8]=[CH:7][CH:6]=3)[CH:1]=2)=[CH:36][CH:35]=1)[CH3:29]. The yield is 0.550. (4) The reactants are ClC(O[C:5]1[C:13]2[NH:12][C:11]([OH:14])=[N:10][C:9]=2[CH:8]=[CH:7][CH:6]=1)=O.[NH2:15][C:16]1[CH:21]=[CH:20][C:19]([CH2:22][C:23]([OH:25])=[O:24])=[CH:18][CH:17]=1.C1C[O:29][CH2:28]C1. No catalyst specified. The product is [C:23]([CH2:22][C:19]1[CH:18]=[CH:17][C:16]([NH:15][C:28]([N:10]2[C:9]3[CH:8]=[CH:7][CH:6]=[CH:5][C:13]=3[NH:12][C:11]2=[O:14])=[O:29])=[CH:21][CH:20]=1)([OH:25])=[O:24]. The yield is 0.350. (5) The catalyst is O.C(OCC)(=O)C. The product is [Cl:7][C:8]1[C:12]([N:13]([CH2:37][CH3:38])[C:14](=[O:24])[CH2:15][CH2:16][S:17][CH2:18][CH2:19][C:20]([F:22])([F:21])[F:23])=[CH:11][N:10]([C:25]2[CH:26]=[N:27][CH:28]=[CH:29][CH:30]=2)[N:9]=1. The yield is 0.660. The reactants are C(=O)([O-])[O-].[Cs+].[Cs+].[Cl:7][C:8]1[C:12]([NH:13][C:14](=[O:24])[CH2:15][CH2:16][S:17][CH2:18][CH2:19][C:20]([F:23])([F:22])[F:21])=[CH:11][N:10]([C:25]2[CH:26]=[N:27][CH:28]=[CH:29][CH:30]=2)[N:9]=1.CN(C)C=O.I[CH2:37][CH3:38]. (6) The reactants are C(O[C:6](=[O:23])[NH:7][C:8]1[CH:9]=[N:10][O:11][C:12]=1[C:13]1[CH:18]=[CH:17][CH:16]=[CH:15][C:14]=1[C:19]([F:22])([F:21])[F:20])(C)(C)C.Cl.C(N(C(C)C)CC)(C)C.[Cl:34][C:35]1[CH:40]=[CH:39][N:38]2[N:41]=[CH:42][C:43](C(Cl)=O)=[C:37]2[N:36]=1. The catalyst is O1CCOCC1.ClCCl. The product is [F:22][C:19]([F:20])([F:21])[C:14]1[CH:15]=[CH:16][CH:17]=[CH:18][C:13]=1[C:12]1[O:11][N:10]=[CH:9][C:8]=1[NH:7][C:6]([C:43]1[CH:42]=[N:41][N:38]2[CH:39]=[CH:40][C:35]([Cl:34])=[N:36][C:37]=12)=[O:23]. The yield is 0.860.